Dataset: NCI-60 drug combinations with 297,098 pairs across 59 cell lines. Task: Regression. Given two drug SMILES strings and cell line genomic features, predict the synergy score measuring deviation from expected non-interaction effect. (1) Drug 1: CC1=C(C(=CC=C1)Cl)NC(=O)C2=CN=C(S2)NC3=CC(=NC(=N3)C)N4CCN(CC4)CCO. Drug 2: CN1C2=C(C=C(C=C2)N(CCCl)CCCl)N=C1CCCC(=O)O.Cl. Cell line: A549. Synergy scores: CSS=11.7, Synergy_ZIP=-5.28, Synergy_Bliss=1.92, Synergy_Loewe=-23.1, Synergy_HSA=-0.519. (2) Drug 1: CC12CCC(CC1=CCC3C2CCC4(C3CC=C4C5=CN=CC=C5)C)O. Drug 2: CC1=C(C(=O)C2=C(C1=O)N3CC4C(C3(C2COC(=O)N)OC)N4)N. Cell line: SNB-19. Synergy scores: CSS=52.7, Synergy_ZIP=8.41, Synergy_Bliss=5.33, Synergy_Loewe=-16.3, Synergy_HSA=6.08. (3) Cell line: HCC-2998. Drug 2: CC1CCC2CC(C(=CC=CC=CC(CC(C(=O)C(C(C(=CC(C(=O)CC(OC(=O)C3CCCCN3C(=O)C(=O)C1(O2)O)C(C)CC4CCC(C(C4)OC)OCCO)C)C)O)OC)C)C)C)OC. Drug 1: C1C(C(OC1N2C=NC3=C(N=C(N=C32)Cl)N)CO)O. Synergy scores: CSS=37.6, Synergy_ZIP=-1.69, Synergy_Bliss=-1.62, Synergy_Loewe=-6.36, Synergy_HSA=-0.769. (4) Drug 1: CC1C(C(CC(O1)OC2CC(CC3=C2C(=C4C(=C3O)C(=O)C5=C(C4=O)C(=CC=C5)OC)O)(C(=O)CO)O)N)O.Cl. Drug 2: CC1=C(N=C(N=C1N)C(CC(=O)N)NCC(C(=O)N)N)C(=O)NC(C(C2=CN=CN2)OC3C(C(C(C(O3)CO)O)O)OC4C(C(C(C(O4)CO)O)OC(=O)N)O)C(=O)NC(C)C(C(C)C(=O)NC(C(C)O)C(=O)NCCC5=NC(=CS5)C6=NC(=CS6)C(=O)NCCC[S+](C)C)O. Cell line: NCI/ADR-RES. Synergy scores: CSS=49.1, Synergy_ZIP=0.523, Synergy_Bliss=-0.888, Synergy_Loewe=-12.4, Synergy_HSA=-2.70.